This data is from TCR-epitope binding with 47,182 pairs between 192 epitopes and 23,139 TCRs. The task is: Binary Classification. Given a T-cell receptor sequence (or CDR3 region) and an epitope sequence, predict whether binding occurs between them. (1) The epitope is LQPFPQPELPYPQPQ. The TCR CDR3 sequence is CASGNEKLFF. Result: 0 (the TCR does not bind to the epitope). (2) The TCR CDR3 sequence is CASSEGAGGFGQPQHF. Result: 0 (the TCR does not bind to the epitope). The epitope is KMKDLSPRW. (3) The epitope is ITEEVGHTDLMAAY. The TCR CDR3 sequence is CASSQTGATGELFF. Result: 0 (the TCR does not bind to the epitope). (4) The epitope is SLFNTVATLY. The TCR CDR3 sequence is CSDGTGDFGTQYF. Result: 0 (the TCR does not bind to the epitope). (5) The epitope is RLQSLQTYV. The TCR CDR3 sequence is CASSQDLQGTNEKLFF. Result: 1 (the TCR binds to the epitope).